From a dataset of Catalyst prediction with 721,799 reactions and 888 catalyst types from USPTO. Predict which catalyst facilitates the given reaction. (1) Reactant: Cl[C:2]1[N:7]=[CH:6][N:5]=[C:4]([C:8]([N:10]2[C:18]3[C:13](=[CH:14][C:15]([F:19])=[CH:16][CH:17]=3)[CH2:12][CH2:11]2)=[O:9])[CH:3]=1.Cl.[NH:21]1[C:26]2[N:27]=[CH:28][CH:29]=[CH:30][C:25]=2[C:24]2([CH2:35][CH2:34][NH:33][CH2:32][CH2:31]2)[O:23][C:22]1=[O:36].CCN(C(C)C)C(C)C. Product: [F:19][C:15]1[CH:14]=[C:13]2[C:18](=[CH:17][CH:16]=1)[N:10]([C:8]([C:4]1[N:5]=[CH:6][N:7]=[C:2]([N:33]3[CH2:32][CH2:31][C:24]4([O:23][C:22](=[O:36])[NH:21][C:26]5[N:27]=[CH:28][CH:29]=[CH:30][C:25]4=5)[CH2:35][CH2:34]3)[CH:3]=1)=[O:9])[CH2:11][CH2:12]2. The catalyst class is: 3. (2) Reactant: [Br:1][C:2]1[CH:7]=[CH:6][C:5]([CH3:8])=[CH:4][N:3]=1.[Br:9]N1C(=O)CCC1=O. Product: [Br:1][C:2]1[CH:7]=[CH:6][C:5]([CH2:8][Br:9])=[CH:4][N:3]=1. The catalyst class is: 53. (3) Reactant: [C:1]([O:5][C:6]([NH:8][C:9]1[CH:14]=[CH:13][CH:12]=[CH:11][C:10]=1[NH:15][C:16](/[CH:18]=[CH:19]/[C:20]1[CH:25]=[CH:24][C:23]([CH:26]([N:30]([C:40]([O:42][C:43]([CH3:46])([CH3:45])[CH3:44])=[O:41])[CH2:31][CH:32]([N:34]2[CH2:39][CH2:38][O:37][CH2:36][CH2:35]2)[CH3:33])[C:27](O)=[O:28])=[CH:22][CH:21]=1)=[O:17])=[O:7])([CH3:4])([CH3:3])[CH3:2].F[P-](F)(F)(F)(F)F.Br[P+](N1CCCC1)(N1CCCC1)N1CCCC1.C(N(C(C)C)CC)(C)C.[CH:80]([C:83]1[CH:89]=[CH:88][C:86]([NH2:87])=[CH:85][CH:84]=1)([CH3:82])[CH3:81]. Product: [C:1]([O:5][C:6](=[O:7])[NH:8][C:9]1[CH:14]=[CH:13][CH:12]=[CH:11][C:10]=1[NH:15][C:16](=[O:17])/[CH:18]=[CH:19]/[C:20]1[CH:25]=[CH:24][C:23]([CH:26]([N:30]([C:40]([O:42][C:43]([CH3:46])([CH3:45])[CH3:44])=[O:41])[CH2:31][CH:32]([N:34]2[CH2:39][CH2:38][O:37][CH2:36][CH2:35]2)[CH3:33])[C:27](=[O:28])[NH:87][C:86]2[CH:88]=[CH:89][C:83]([CH:80]([CH3:82])[CH3:81])=[CH:84][CH:85]=2)=[CH:22][CH:21]=1)([CH3:3])([CH3:2])[CH3:4]. The catalyst class is: 4. (4) Reactant: [NH2:1][C:2]1([C:11]([O:13][CH2:14][CH3:15])=[O:12])[C:10]2[C:5](=[CH:6][CH:7]=[CH:8][CH:9]=2)[CH2:4][CH2:3]1.[CH2:16](C(OCCCC)=O)[CH2:17]CC.[O:27](C(C(F)(F)F)=O)[C:28]([C:30]([F:33])([F:32])[F:31])=O. Product: [F:31][C:30]([F:33])([F:32])[C:28]([NH:1][C@:2]1([C:11]([O:13][CH2:14][CH2:15][CH2:16][CH3:17])=[O:12])[C:10]2[C:5](=[CH:6][CH:7]=[CH:8][CH:9]=2)[CH2:4][CH2:3]1)=[O:27]. The catalyst class is: 2. (5) Reactant: Cl.CN(C)CCCN=C=NCC.[Br:13][C:14](=[CH2:28])[CH2:15][NH:16][CH2:17][C:18]1[CH:23]=[CH:22][C:21]([O:24][CH3:25])=[CH:20][C:19]=1[O:26][CH3:27].[CH2:29]([O:36][C:37]([NH:39][C@H:40]([CH2:44][CH:45]=[CH2:46])[C:41](O)=[O:42])=[O:38])[C:30]1[CH:35]=[CH:34][CH:33]=[CH:32][CH:31]=1. Product: [Br:13][C:14](=[CH2:28])[CH2:15][N:16]([CH2:17][C:18]1[CH:23]=[CH:22][C:21]([O:24][CH3:25])=[CH:20][C:19]=1[O:26][CH3:27])[C:41]([C@H:40]([NH:39][C:37](=[O:38])[O:36][CH2:29][C:30]1[CH:31]=[CH:32][CH:33]=[CH:34][CH:35]=1)[CH2:44][CH:45]=[CH2:46])=[O:42]. The catalyst class is: 4. (6) Reactant: [F:1][C:2]1[CH:7]=[CH:6][C:5]([N:8]2[CH2:12][CH2:11][CH:10]([C:13]([OH:15])=O)[C:9]2=[O:16])=[CH:4][CH:3]=1.CCN=C=NCCCN(C)C.C1C=CC2N(O)N=NC=2C=1.[F:38][C:39]1[CH:40]=[C:41]([CH:43]=[CH:44][C:45]=1[O:46][C:47]1[CH:52]=[CH:51][N:50]=[C:49]2[CH:53]=[CH:54][S:55][C:48]=12)[NH2:42].CCN(CC)CC. Product: [F:38][C:39]1[CH:40]=[C:41]([NH:42][C:13]([CH:10]2[CH2:11][CH2:12][N:8]([C:5]3[CH:4]=[CH:3][C:2]([F:1])=[CH:7][CH:6]=3)[C:9]2=[O:16])=[O:15])[CH:43]=[CH:44][C:45]=1[O:46][C:47]1[CH:52]=[CH:51][N:50]=[C:49]2[CH:53]=[CH:54][S:55][C:48]=12. The catalyst class is: 31. (7) Reactant: C1(C2C=CC=CC=2)C=CC=CC=1.CC(C)([O-])C.[Na+].Br[C:20]1[CH:63]=[CH:62][C:23]([CH2:24][O:25][CH:26]2[CH:31]([C:32]3[CH:37]=[CH:36][C:35]([O:38][CH2:39][CH2:40][CH2:41][O:42][CH2:43][C:44]4[CH:49]=[CH:48][CH:47]=[CH:46][C:45]=4[O:50][CH3:51])=[CH:34][CH:33]=3)[CH2:30][CH2:29][N:28]([C:52]([O:54][CH2:55][C:56]3[CH:61]=[CH:60][CH:59]=[CH:58][CH:57]=3)=[O:53])[CH2:27]2)=[CH:22][C:21]=1[O:64][CH2:65][CH2:66][CH2:67][O:68][CH3:69].[NH:70]1[CH2:74][CH2:73][CH2:72][CH2:71]1. Product: [CH3:51][O:50][C:45]1[CH:46]=[CH:47][CH:48]=[CH:49][C:44]=1[CH2:43][O:42][CH2:41][CH2:40][CH2:39][O:38][C:35]1[CH:36]=[CH:37][C:32]([CH:31]2[CH2:30][CH2:29][N:28]([C:52]([O:54][CH2:55][C:56]3[CH:61]=[CH:60][CH:59]=[CH:58][CH:57]=3)=[O:53])[CH2:27][CH:26]2[O:25][CH2:24][C:23]2[CH:62]=[CH:63][C:20]([N:70]3[CH2:74][CH2:73][CH2:72][CH2:71]3)=[C:21]([O:64][CH2:65][CH2:66][CH2:67][O:68][CH3:69])[CH:22]=2)=[CH:33][CH:34]=1. The catalyst class is: 164.